This data is from Reaction yield outcomes from USPTO patents with 853,638 reactions. The task is: Predict the reaction yield, written as a fraction of the theoretical maximum amount of product (1.0 means a 100% yield; for example, 0.34 means a 34% yield). (1) The product is [Cl:12][C:13]1[N:18]=[C:17]([NH:1][C:2]2[CH:11]=[CH:10][C:5]3[NH:6][C:7](=[O:9])[NH:8][C:4]=3[CH:3]=2)[C:16]([F:20])=[CH:15][N:14]=1. The reactants are [NH2:1][C:2]1[CH:11]=[CH:10][C:5]2[NH:6][C:7](=[O:9])[NH:8][C:4]=2[CH:3]=1.[Cl:12][C:13]1[N:18]=[C:17](Cl)[C:16]([F:20])=[CH:15][N:14]=1.CO. The yield is 0.700. The catalyst is O. (2) The reactants are CNC(=O)[O-].[C:6]([N:9]1[C:18]2[C:13](=[CH:14][C:15]([C:19]3[CH:20]=[N:21][N:22]([CH2:24][CH2:25][N:26](C)[C:27](=O)OC(C)(C)C)[CH:23]=3)=[CH:16][CH:17]=2)[C@H:12]([NH:35][C:36]2[CH:41]=[CH:40][C:39]([C:42]#[N:43])=[CH:38][CH:37]=2)[C@@H:11]([CH3:44])[C@@H:10]1[CH:45]1[CH2:47][CH2:46]1)(=[O:8])[CH3:7].FC(F)(F)C(O)=O. The catalyst is ClCCl. The product is [C:6]([N:9]1[C:18]2[C:13](=[CH:14][C:15]([C:19]3[CH:20]=[N:21][N:22]([CH2:24][CH2:25][NH:26][CH3:27])[CH:23]=3)=[CH:16][CH:17]=2)[C@H:12]([NH:35][C:36]2[CH:37]=[CH:38][C:39]([C:42]#[N:43])=[CH:40][CH:41]=2)[C@@H:11]([CH3:44])[C@@H:10]1[CH:45]1[CH2:47][CH2:46]1)(=[O:8])[CH3:7]. The yield is 1.00. (3) The reactants are [NH:1]([C:3]1[CH:8]=[C:7]([CH3:9])[CH:6]=[CH:5][N:4]=1)[NH2:2].[Si:10]([O:17][C:18]1[CH:19]=[CH:20][CH:21]=[C:22]2[C:27]=1[N:26]=[C:25]([CH:28]=O)[CH:24]=[CH:23]2)([C:13]([CH3:16])([CH3:15])[CH3:14])([CH3:12])[CH3:11]. The catalyst is CCO. The product is [Si:10]([O:17][C:18]1[CH:19]=[CH:20][CH:21]=[C:22]2[C:27]=1[N:26]=[C:25](/[CH:28]=[N:2]/[NH:1][C:3]1[CH:8]=[C:7]([CH3:9])[CH:6]=[CH:5][N:4]=1)[CH:24]=[CH:23]2)([C:13]([CH3:16])([CH3:15])[CH3:14])([CH3:11])[CH3:12]. The yield is 0.810. (4) The reactants are [C@H:1]12[N:8]([C:9]([O:11][CH2:12][C:13]3[CH:18]=[CH:17][CH:16]=[CH:15][CH:14]=3)=[O:10])[CH2:7][C@H:6]1[CH2:5][CH2:4][NH:3][CH2:2]2.Cl[C:20]1[N:25]=[C:24]([CH3:26])[CH:23]=[C:22]([CH3:27])[N:21]=1.C([O-])([O-])=O.[Cs+].[Cs+]. The catalyst is CN(C=O)C. The product is [CH3:27][C:22]1[CH:23]=[C:24]([CH3:26])[N:25]=[C:20]([N:3]2[CH2:4][CH2:5][C@H:6]3[C@H:1]([N:8]([C:9]([O:11][CH2:12][C:13]4[CH:18]=[CH:17][CH:16]=[CH:15][CH:14]=4)=[O:10])[CH2:7]3)[CH2:2]2)[N:21]=1. The yield is 0.630. (5) The reactants are [NH2:1][C@H:2]([C:6]([OH:8])=[O:7])[CH:3]([CH3:5])[CH3:4].[OH-].[Na+].[C:11]1([CH2:17][C:18](Cl)=[O:19])[CH:16]=[CH:15][CH:14]=[CH:13][CH:12]=1. No catalyst specified. The product is [CH3:4][CH:3]([CH2:2][CH3:6])[CH2:5][O:7][C:6](=[O:8])[C@H:2]([CH:3]([CH3:5])[CH3:4])[NH:1][C:18](=[O:19])[CH2:17][C:11]1[CH:16]=[CH:15][CH:14]=[CH:13][CH:12]=1. The yield is 0.690.